This data is from Catalyst prediction with 721,799 reactions and 888 catalyst types from USPTO. The task is: Predict which catalyst facilitates the given reaction. (1) Reactant: [S:1]1[CH:5]=[CH:4][N:3]=[C:2]1[CH:6]([OH:8])[CH3:7].[Cl:9][CH2:10][C:11]([N:13]1[CH2:17][CH2:16][CH2:15][CH2:14]1)=[O:12].C(#N)C.CCOCC. Product: [Cl-:9].[OH:8][CH:6]([C:2]1[S:1][CH:5]=[CH:4][N+:3]=1[CH2:10][C:11](=[O:12])[N:13]1[CH2:17][CH2:16][CH2:15][CH2:14]1)[CH3:7]. The catalyst class is: 5. (2) Product: [Cl:1][CH2:2][C:3]([N:21]([CH:18]1[CH2:19][CH2:20][N:15]([C@@H:12]2[CH2:13][CH2:14][C@H:10]([CH2:9][O:8][CH2:6][CH3:7])[CH2:11]2)[CH2:16][CH2:17]1)[C@H:22]1[CH2:27][CH2:26][CH2:25][CH2:24][C@@H:23]1[OH:28])=[O:4]. Reactant: [Cl:1][CH2:2][C:3](Cl)=[O:4].[CH2:6]([O:8][CH2:9][C@H:10]1[CH2:14][CH2:13][C@@H:12]([N:15]2[CH2:20][CH2:19][CH:18]([NH:21][C@H:22]3[CH2:27][CH2:26][CH2:25][CH2:24][C@@H:23]3[OH:28])[CH2:17][CH2:16]2)[CH2:11]1)[CH3:7].C(N(CC)CC)C. The catalyst class is: 614. (3) Reactant: C(OC[N:9]1[C:13]2[N:14]=[N:15][CH:16]=[C:17]([C:18]3[CH:19]=[N:20][N:21]([C:23]4([CH2:32][C:33]#[N:34])[CH2:26][N:25]([S:27]([CH2:30][CH3:31])(=[O:29])=[O:28])[CH2:24]4)[CH:22]=3)[C:12]=2[CH:11]=[CH:10]1)(=O)C(C)(C)C.[OH-].[Na+]. Product: [N:14]1[C:13]2[NH:9][CH:10]=[CH:11][C:12]=2[C:17]([C:18]2[CH:19]=[N:20][N:21]([C:23]3([CH2:32][C:33]#[N:34])[CH2:24][N:25]([S:27]([CH2:30][CH3:31])(=[O:29])=[O:28])[CH2:26]3)[CH:22]=2)=[CH:16][N:15]=1. The catalyst class is: 5. (4) Reactant: O=[N+]([O-])[O-].[O-][N+](=O)[O-].[O-][N+](=O)[O-].[O-][N+](=O)[O-].[O-][N+](=O)[O-].[O-][N+](=O)[O-].[Ce+4].[NH4+].[NH4+].[CH2:28]([C:34]1[C:39]([CH3:40])=[C:38]([O:41]C)[C:37]([CH3:43])=[C:36]([CH3:44])[C:35]=1[O:45]C)[CH2:29][CH2:30][CH2:31][CH2:32][CH3:33]. Product: [CH2:28]([C:34]1[C:35](=[O:45])[C:36]([CH3:44])=[C:37]([CH3:43])[C:38](=[O:41])[C:39]=1[CH3:40])[CH2:29][CH2:30][CH2:31][CH2:32][CH3:33]. The catalyst class is: 6. (5) Reactant: [F:1][C:2]1[C:7]([F:8])=[CH:6][CH:5]=[CH:4][C:3]=1[OH:9].[CH:10]([Si:13](Cl)([CH:17]([CH3:19])[CH3:18])[CH:14]([CH3:16])[CH3:15])([CH3:12])[CH3:11].N1C=CN=C1.O. Product: [F:1][C:2]1[C:7]([F:8])=[CH:6][CH:5]=[CH:4][C:3]=1[O:9][Si:13]([CH:17]([CH3:19])[CH3:18])([CH:14]([CH3:16])[CH3:15])[CH:10]([CH3:12])[CH3:11]. The catalyst class is: 3. (6) Reactant: [C:1]([N:5]1[CH2:10][CH2:9][NH:8][CH2:7][CH2:6]1)([CH3:4])([CH3:3])[CH3:2].[CH2:11]([N:18]1[CH2:23][CH2:22][CH:21]([C:24](O)=[O:25])[CH2:20][CH2:19]1)[C:12]1[CH:17]=[CH:16][CH:15]=[CH:14][CH:13]=1.CCN=C=NCCCN(C)C.Cl. Product: [CH2:11]([N:18]1[CH2:23][CH2:22][CH:21]([C:24]([N:8]2[CH2:9][CH2:10][N:5]([C:1]([CH3:4])([CH3:3])[CH3:2])[CH2:6][CH2:7]2)=[O:25])[CH2:20][CH2:19]1)[C:12]1[CH:17]=[CH:16][CH:15]=[CH:14][CH:13]=1. The catalyst class is: 79. (7) The catalyst class is: 29. Reactant: [C:1]([N:4]1[C:13]2[C:8](=[CH:9][C:10]([C:14]3[CH:15]=[N:16][N:17]([CH2:19][CH2:20][N:21]([CH3:29])[C:22](=[O:28])[O:23][C:24]([CH3:27])([CH3:26])[CH3:25])[CH:18]=3)=[CH:11][CH:12]=2)[C@@H:7]([NH:30]C(OCC2C=CC=CC=2)=O)[C@H:6]([CH3:41])[C@H:5]1[CH:42]1[CH2:44][CH2:43]1)(=[O:3])[CH3:2].C(OCC)(=O)C.C([O-])=O.[NH4+]. Product: [C:1]([N:4]1[C:13]2[C:8](=[CH:9][C:10]([C:14]3[CH:15]=[N:16][N:17]([CH2:19][CH2:20][N:21]([CH3:29])[C:22](=[O:28])[O:23][C:24]([CH3:25])([CH3:27])[CH3:26])[CH:18]=3)=[CH:11][CH:12]=2)[C@H:7]([NH2:30])[C@@H:6]([CH3:41])[C@@H:5]1[CH:42]1[CH2:43][CH2:44]1)(=[O:3])[CH3:2]. (8) Reactant: [CH3:1][O:2][C:3]1[C:11]2[O:10][C:9]([CH3:13])([CH3:12])[CH2:8][C:7]=2[CH:6]=[CH:5][CH:4]=1.[Br:14]N1C(=O)CCC1=O.O.C(OCC)C. Product: [Br:14][C:5]1[CH:4]=[C:3]([O:2][CH3:1])[C:11]2[O:10][C:9]([CH3:13])([CH3:12])[CH2:8][C:7]=2[CH:6]=1. The catalyst class is: 504.